This data is from Orexin1 receptor HTS with 218,158 compounds and 233 confirmed actives. The task is: Binary Classification. Given a drug SMILES string, predict its activity (active/inactive) in a high-throughput screening assay against a specified biological target. (1) The result is 0 (inactive). The molecule is Clc1ccc(CN(C(c2n(nnn2)C2CCCC2)c2sccc2)CC2OCCC2)cc1. (2) The molecule is S(=O)(=O)(c1n2C(=N)/C(=C\c3oc(c4ccccc4)cc3)C(=O)N=c2sn1)C. The result is 0 (inactive). (3) The molecule is Brc1ccc(C(=O)N2CCN(CC2)C(=O)C(NC(=O)C)Cc2c(ccc(c2)C)C)cc1. The result is 0 (inactive).